Predict which catalyst facilitates the given reaction. From a dataset of Catalyst prediction with 721,799 reactions and 888 catalyst types from USPTO. (1) Reactant: [CH2:1]([N:8]1[CH2:17][C:16]([CH3:19])([CH3:18])[C:15]2[NH:14][C:13](=O)[CH:12]=[CH:11][C:10]=2[CH2:9]1)[C:2]1[CH:7]=[CH:6][CH:5]=[CH:4][CH:3]=1.P(Cl)(Cl)([Cl:23])=O.CN(C=O)C. Product: [CH2:1]([N:8]1[CH2:17][C:16]([CH3:19])([CH3:18])[C:15]2[N:14]=[C:13]([Cl:23])[CH:12]=[CH:11][C:10]=2[CH2:9]1)[C:2]1[CH:7]=[CH:6][CH:5]=[CH:4][CH:3]=1. The catalyst class is: 11. (2) Reactant: CCN=C=NCCCN(C)C.C1C=CC2N(O)N=NC=2C=1.[F:22][C:23]1[CH:44]=[CH:43][CH:42]=[C:41]([F:45])[C:24]=1[CH2:25][O:26][C:27]1[C:28]2[N:29]([C:34]([C:38]([OH:40])=O)=[C:35]([CH3:37])[N:36]=2)[CH:30]=[C:31]([CH3:33])[CH:32]=1.C(N(CC)C(C)C)(C)C.Cl.[CH3:56][NH:57][O:58][CH3:59]. Product: [F:45][C:41]1[CH:42]=[CH:43][CH:44]=[C:23]([F:22])[C:24]=1[CH2:25][O:26][C:27]1[C:28]2[N:29]([C:34]([C:38]([N:57]([O:58][CH3:59])[CH3:56])=[O:40])=[C:35]([CH3:37])[N:36]=2)[CH:30]=[C:31]([CH3:33])[CH:32]=1. The catalyst class is: 4. (3) Reactant: [Na].[S:2]([C:6]1[CH:7]=[C:8]([C:16]([O:18][CH3:19])=[O:17])[CH:9]=[C:10]([CH:15]=1)[C:11]([O:13][CH3:14])=[O:12])([OH:5])(=[O:4])=[O:3].[Na].[Cl-].[Ca+2:22].[Cl-]. Product: [Ca:22].[S:2]([C:6]1[CH:15]=[C:10]([C:11]([O:13][CH3:14])=[O:12])[CH:9]=[C:8]([CH:7]=1)[C:16]([O:18][CH3:19])=[O:17])([OH:5])(=[O:4])=[O:3]. The catalyst class is: 6.